From a dataset of Forward reaction prediction with 1.9M reactions from USPTO patents (1976-2016). Predict the product of the given reaction. (1) The product is: [Br:1][C:2]1[C:11]2[C:6](=[CH:7][CH:8]=[C:9]([O:12][CH3:13])[CH:10]=2)[N:5]=[CH:4][C:3]=1[C:15]([OH:17])=[O:16]. Given the reactants [Br:1][C:2]1[C:11]2[C:6](=[CH:7][C:8](F)=[C:9]([O:12][CH3:13])[CH:10]=2)[N:5]=[CH:4][C:3]=1[C:15]([O:17]CC)=[O:16].Cl, predict the reaction product. (2) Given the reactants [NH:1]([C:6]([O:8]CC1C2C(=CC=CC=2)C2C1=CC=CC=2)=O)[CH2:2][C:3]([OH:5])=[O:4].N(C(OCC1C2C(=CC=CC=2)C2C1=CC=CC=2)=O)[C@H](C(O)=O)[CH2:25][C:26](=[O:32])[O:27]C(C)(C)C.[NH:53](C(OCC1C2C(=CC=CC=2)C2C1=CC=CC=2)=O)[C@@H:54](C(O)=O)CC1C=CC=CC=1.N(C(OCC1C2C(=CC=CC=2)C2C1=CC=CC=2)=O)[C@H](C(O)=O)CCCCNC(OC(C)(C)C)=O.[NH:116](C(OCC1C2C(=CC=CC=2)C2C1=CC=CC=2)=O)[C@H:117]([C:143]([OH:145])=O)[CH2:118][CH2:119][CH2:120][NH:121][C:122](=[NH:142])[NH:123]S(C1C(C)=C(C)C2OC(C)(C)CCC=2C=1C)(=O)=O.CCN(C(C)C)C(C)C.CC(OC(C)=O)=O.C1C=CC2N(O)N=NC=2C=1, predict the reaction product. The product is: [CH2:119]([CH2:120][N:121]=[C:122]([NH2:123])[NH2:142])[CH2:118][C@H:117]([NH2:116])[C:143]([NH:53][CH2:54][C:6]([NH:1][C@H:2]([C:3]([OH:5])=[O:4])[CH2:25][C:26]([OH:32])=[O:27])=[O:8])=[O:145]. (3) Given the reactants O=P(Cl)(Cl)Cl.CN(C)[C:8]1[CH:13]=[CH:12][CH:11]=[CH:10][CH:9]=1.[CH2:15]([NH:22][C:23]1[CH:28]=[CH:27][C:26]([C:29]2[CH:38]=[C:37]3[C:32]([CH:33]=[CH:34][CH:35]=[N:36]3)=[C:31]([Cl:39])[N:30]=2)=[C:25]([Cl:40])[CH:24]=1)[C:16]1[CH:21]=[CH:20][CH:19]=[CH:18][CH:17]=1.[C:41]([O-])([O-])=O.[Na+].[Na+], predict the reaction product. The product is: [CH2:15]([N:22]([CH2:41][C:8]1[CH:13]=[CH:12][CH:11]=[CH:10][CH:9]=1)[C:23]1[CH:28]=[CH:27][C:26]([C:29]2[CH:38]=[C:37]3[C:32]([CH:33]=[CH:34][CH:35]=[N:36]3)=[C:31]([Cl:39])[N:30]=2)=[C:25]([Cl:40])[CH:24]=1)[C:16]1[CH:21]=[CH:20][CH:19]=[CH:18][CH:17]=1. (4) Given the reactants [CH:1]1([NH:7][C:8]2[N:16]=[C:15]([NH:17][C:18]3[CH:23]=[CH:22][C:21]([N:24]4[CH2:29][CH2:28][CH:27]([C:30]([N:32]5[CH2:37][CH2:36][O:35][CH2:34][CH2:33]5)=[O:31])[CH2:26][CH2:25]4)=[CH:20][C:19]=3[O:38][CH3:39])[N:14]=[C:13]3[C:9]=2[N:10]=[CH:11][N:12]3C2CCCCO2)[CH2:6][CH2:5][CH2:4][CH2:3][CH2:2]1.Cl.CO, predict the reaction product. The product is: [CH:1]1([NH:7][C:8]2[N:16]=[C:15]([NH:17][C:18]3[CH:23]=[CH:22][C:21]([N:24]4[CH2:25][CH2:26][CH:27]([C:30]([N:32]5[CH2:33][CH2:34][O:35][CH2:36][CH2:37]5)=[O:31])[CH2:28][CH2:29]4)=[CH:20][C:19]=3[O:38][CH3:39])[N:14]=[C:13]3[C:9]=2[N:10]=[CH:11][NH:12]3)[CH2:2][CH2:3][CH2:4][CH2:5][CH2:6]1. (5) Given the reactants [F:1][C:2]1[CH:3]=[C:4]([CH2:9][C:10]([OH:12])=O)[CH:5]=[C:6]([F:8])[CH:7]=1.[NH2:13][C@H:14]([C:16]([NH:18][CH:19]1[N:25]=[C:24]([C:26]2[CH:31]=[CH:30][CH:29]=[CH:28][CH:27]=2)[C:23]2[CH:32]=[CH:33][CH:34]=[CH:35][C:22]=2[N:21]([CH2:36][CH:37]2[CH2:39][CH2:38]2)[C:20]1=[O:40])=[O:17])[CH3:15], predict the reaction product. The product is: [F:8][C:6]1[CH:5]=[C:4]([CH2:9][C:10]([NH:13][C@H:14]([C:16]([NH:18][CH:19]2[N:25]=[C:24]([C:26]3[CH:31]=[CH:30][CH:29]=[CH:28][CH:27]=3)[C:23]3[CH:32]=[CH:33][CH:34]=[CH:35][C:22]=3[N:21]([CH2:36][CH:37]3[CH2:39][CH2:38]3)[C:20]2=[O:40])=[O:17])[CH3:15])=[O:12])[CH:3]=[C:2]([F:1])[CH:7]=1. (6) Given the reactants [F:1][C:2]1[C:3]([NH:23][C:24]2[CH:29]=[CH:28][C:27](I)=[CH:26][C:25]=2[F:31])=[C:4]([C:9]2[O:13][C:12]([NH:14][CH2:15][CH2:16][N:17]3[CH2:22][CH2:21][O:20][CH2:19][CH2:18]3)=[N:11][N:10]=2)[CH:5]=[CH:6][C:7]=1[F:8].C(=O)([O-])[O-].[K+].[K+].[CH2:38]([CH2:41]OC)OC, predict the reaction product. The product is: [F:1][C:2]1[C:3]([NH:23][C:24]2[CH:29]=[CH:28][C:27]([CH:38]=[CH2:41])=[CH:26][C:25]=2[F:31])=[C:4]([C:9]2[O:13][C:12]([NH:14][CH2:15][CH2:16][N:17]3[CH2:22][CH2:21][O:20][CH2:19][CH2:18]3)=[N:11][N:10]=2)[CH:5]=[CH:6][C:7]=1[F:8]. (7) Given the reactants [N:1]([CH2:4][C@@H:5]1[CH2:10][NH:9][C:8]2[CH:11]=[CH:12][CH:13]=[C:14](Br)[C:7]=2[O:6]1)=[N+:2]=[N-:3].[F:16][C:17]([F:28])([F:27])[C:18]1[CH:23]=[CH:22][CH:21]=[CH:20][C:19]=1B(O)O, predict the reaction product. The product is: [N:1]([CH2:4][C@H:5]1[CH2:10][NH:9][C:8]2[CH:11]=[CH:12][CH:13]=[C:14]([C:19]3[CH:20]=[CH:21][CH:22]=[CH:23][C:18]=3[C:17]([F:28])([F:27])[F:16])[C:7]=2[O:6]1)=[N+:2]=[N-:3]. (8) Given the reactants [C:1]([C:3]1[CH:4]=[C:5]2[C:10](=[CH:11][CH:12]=1)[N:9]=[C:8]([N:13]1[CH2:18][CH2:17][N:16](C(OC(C)(C)C)=O)[CH2:15][C:14]1=[O:26])[CH:7]=[CH:6]2)#[N:2].C(O)(C(F)(F)F)=O, predict the reaction product. The product is: [O:26]=[C:14]1[CH2:15][NH:16][CH2:17][CH2:18][N:13]1[C:8]1[CH:7]=[CH:6][C:5]2[C:10](=[CH:11][CH:12]=[C:3]([C:1]#[N:2])[CH:4]=2)[N:9]=1. (9) Given the reactants [CH2:1]([C:3]1[C:12]2[C:11](=[O:13])[O:10][C:9]([C:14]3[C:15](F)=[N:16][CH:17]=[CH:18][CH:19]=3)=[N:8][C:7]=2[CH:6]=[C:5]([O:21][CH3:22])[CH:4]=1)[CH3:2].[CH3:23][N:24]([CH3:30])[C@H:25]1[CH2:29][CH2:28][NH:27][CH2:26]1, predict the reaction product. The product is: [CH3:23][N:24]([CH3:30])[C@H:25]1[CH2:29][CH2:28][N:27]([C:15]2[C:14]([C:9]3[O:10][C:11](=[O:13])[C:12]4[C:3]([CH2:1][CH3:2])=[CH:4][C:5]([O:21][CH3:22])=[CH:6][C:7]=4[N:8]=3)=[CH:19][CH:18]=[CH:17][N:16]=2)[CH2:26]1.